This data is from Reaction yield outcomes from USPTO patents with 853,638 reactions. The task is: Predict the reaction yield, written as a fraction of the theoretical maximum amount of product (1.0 means a 100% yield; for example, 0.34 means a 34% yield). (1) The yield is 0.770. The reactants are [NH2:1][C:2]1[S:3][CH:4]=[C:5]2[C:10]=1[C:9](=[O:11])[N:8]([C:12]1[CH:17]=[CH:16][C:15](Cl)=[CH:14][CH:13]=1)[N:7]=[C:6]2[C:19]([O:21][CH2:22][CH3:23])=[O:20].[NH2:24]C1C=CC(N2C(=O)C(C#N)=C(C)C(C(OCC)=O)=N2)=CC=1. The product is [NH2:1][C:2]1[S:3][CH:4]=[C:5]2[C:10]=1[C:9](=[O:11])[N:8]([C:12]1[CH:17]=[CH:16][C:15]([NH2:24])=[CH:14][CH:13]=1)[N:7]=[C:6]2[C:19]([O:21][CH2:22][CH3:23])=[O:20]. No catalyst specified. (2) The reactants are C(OC(=O)[NH:7][CH2:8][C@@H:9]([NH:16][C:17]([C:19]1[O:20][N:21]=[C:22]2[C:31]3[N:30]=[C:29]([NH:32][C:33]4[CH:38]=[CH:37][C:36]([C:39](=[O:48])[NH:40][CH:41]5[CH2:46][CH2:45][N:44]([CH3:47])[CH2:43][CH2:42]5)=[CH:35][C:34]=4[O:49][CH3:50])[N:28]=[CH:27][C:26]=3[C:25]([CH3:52])([CH3:51])[CH2:24][C:23]=12)=[O:18])[C:10]1[CH:15]=[CH:14][CH:13]=[CH:12][CH:11]=1)(C)(C)C. The catalyst is CO.Cl.O1CCOCC1. The product is [NH2:7][CH2:8][C@@H:9]([NH:16][C:17]([C:19]1[O:20][N:21]=[C:22]2[C:31]3[N:30]=[C:29]([NH:32][C:33]4[CH:38]=[CH:37][C:36]([C:39](=[O:48])[NH:40][CH:41]5[CH2:42][CH2:43][N:44]([CH3:47])[CH2:45][CH2:46]5)=[CH:35][C:34]=4[O:49][CH3:50])[N:28]=[CH:27][C:26]=3[C:25]([CH3:52])([CH3:51])[CH2:24][C:23]=12)=[O:18])[C:10]1[CH:11]=[CH:12][CH:13]=[CH:14][CH:15]=1. The yield is 0.910.